This data is from Human Reference Interactome with 51,813 positive PPI pairs across 8,248 proteins, plus equal number of experimentally-validated negative pairs. The task is: Binary Classification. Given two protein amino acid sequences, predict whether they physically interact or not. (1) Protein 1 (ENSG00000117410) has sequence MWSNLGIGLAISLSVVGAAWGIYITGSSIIGGGVKAPRIKTKNLVSIIFCEAVAIYGIIMAIVISNMAEPFSATDPKAIGHRNYHAGYSMFGAGLTVGLSNLFCGVCVGIVGSGAALADAQNPSLFVKILIVEIFGSAIGLFGVIVAILQTSRVKMGD*MTGLALLYSGVFVAFWACALAVAVLSPGGSLRTPLQGGGPSARQLL*MWSNLGIGLAISLSVVGAAWGIYITGSSIIGGGVKAPRIKTKNLVSIIFCEAVAIYGIIMAIVISNMAEPFSATDPKAIGHRNYHAXAVGEAGS.... Protein 2 (ENSG00000156097) has sequence MESSPIPQSSGNSSTLGRVPQTPGPSTASGVPEVGLRDVASESVALFFMLLLDLTAVAGNAAVMAVIAKTPALRKFVFVFHLCLVDLLAALTLMPLAMLSSSALFDHALFGEVACRLYLFLSVCFVSLAILSVSAINVERYYYVVHPMRYEVRMTLGLVASVLVGVWVKALAMASVPVLGRVSWEEGAPSVPPGCSLQWSHSAYCQLFVVVFAVLYFLLPLLLILVVYCSMFRVARVAAMQHGPLPTWMETPRQRSESLSSRSTMVTSSGAPQTTPHRTFGGGKAAVVLLAVGGQFLLCW.... Result: 1 (the proteins interact). (2) Protein 1 (ENSG00000068001) has sequence MRAGPGPTVTLALVLAVSWAMELKPTAPPIFTGRPFVVAWDVPTQDCGPRLKVPLDLNAFDVQASPNEGFVNQNITIFYRDRLGLYPRFDSAGRSVHGGVPQNVSLWAHRKMLQKRVEHYIRTQESAGLAVIDWEDWRPVWVRNWQDKDVYRRLSRQLVASRHPDWPPDRIVKQAQYEFEFAAQQFMLETLRYVKAVRPRHLWGFYLFPDCYNHDYVQNWESYTGRCPDVEVARNDQLAWLWAESTALFPSVYLDETLASSRHGRNFVSFRVQEALRVARTHHANHALPVYVFTRPTYSR.... Protein 2 (ENSG00000139946) has sequence MFSPGQEEHCAPNKEPVKYGELVVLGYNGALPNGDRGRRKSRFALYKRPKANGVKPSTVHVISTPQASKAISCKGQHSISYTLSRNQTVVVEYTHDKDTDMFQVGRSTESPIDFVVTDTISGSQNTDEAQITQSTISRFACRIVCDRNEPYTARIFAAGFDSSKNIFLGEKAAKWKNPDGHMDGLTTNGVLVMHPRGGFTEESQPGVWREISVCGDVYTLRETRSAQQRGKLVESETNVLQDGSLIDLCGATLLWRTADGLFHTPTQKHIEALRQEINAARPQCPVGLNTLAFPSINRKE.... Result: 1 (the proteins interact). (3) Protein 1 (ENSG00000112624) has sequence MDDDDDSCLLDLIGDPQALNYFLHGPSNKSSNDDLTNAGYSAANSNSIFANSSNADPKSSLKGVSNQLGEGPSDGLPLSSSLQFLEDELESSPLPDLTEDQPFDILQKSLQEANITEQTLAEEAYLDASIGSSQQFAQAQLHPSSSASFTQASNVSNYSGQTLQPIGVTHVPVGASFASNTVGVQHGFMQHVGISVPSQHLSNSSQISGSGQIQLIGSFGNHPSMMTINNLDGSQIILKGSGQQAPSNVSGGLLVHRQTPNGNSLFGNSSSSPVAQPVTVPFNSTNFQTSLPVHNIIIQR.... Protein 2 (ENSG00000106591) has sequence MALAMLVLVVSPWSAARGVLRNYWERLLRKLPQSRPGFPSPPWGPALAVQGPAMFTEPANDTSGSKENSSLLDSIFWMAAPKNRRTIEVNRCRRRNPQKLIKVKNNIDVCPECGHLKQKHVLCAYCYEKVCKETAEIRRQIGKQEGGPFKAPTIETVVLYTGETPSEQDQGKRIIERDRKRPSWFTQN*XENSSLLDSIFWMAAPKNRRTIEVNRCRRRNPQKLIKVKSSC*MALAMLVLVVSPWSAARGVLRNYWERLLRKLPQSRPGFPSPPWGPALAVQGPAMFTEPANDTSGSKEN.... Result: 0 (the proteins do not interact).